From a dataset of Forward reaction prediction with 1.9M reactions from USPTO patents (1976-2016). Predict the product of the given reaction. (1) Given the reactants C(OC([N:8]1[CH2:13][CH2:12][CH:11]([S:14][C:15]2[CH:20]=[C:19]([C:21]([CH3:24])([CH3:23])[CH3:22])[C:18]([OH:25])=[C:17]([C:26]([CH3:29])([CH3:28])[CH3:27])[CH:16]=2)[CH2:10][CH2:9]1)=O)(C)(C)C.[ClH:30], predict the reaction product. The product is: [ClH:30].[C:26]([C:17]1[CH:16]=[C:15]([S:14][CH:11]2[CH2:12][CH2:13][NH:8][CH2:9][CH2:10]2)[CH:20]=[C:19]([C:21]([CH3:24])([CH3:23])[CH3:22])[C:18]=1[OH:25])([CH3:29])([CH3:28])[CH3:27]. (2) Given the reactants [CH3:1][O:2][C:3](=[O:18])[C:4]1[CH:9]=[CH:8][C:7](OS(C(F)(F)F)(=O)=O)=[CH:6][CH:5]=1.CN1CCCC1=O.[CH2:26]([Mg]Br)[CH2:27][C:28]1[CH:33]=[CH:32][CH:31]=[CH:30][CH:29]=1.Cl, predict the reaction product. The product is: [CH3:1][O:2][C:3](=[O:18])[C:4]1[CH:9]=[CH:8][C:7]([CH2:26][CH2:27][C:28]2[CH:33]=[CH:32][CH:31]=[CH:30][CH:29]=2)=[CH:6][CH:5]=1.